Predict the product of the given reaction. From a dataset of Forward reaction prediction with 1.9M reactions from USPTO patents (1976-2016). (1) Given the reactants [F:1][C:2]1[CH:7]=[CH:6][C:5]([NH:8][C:9]2[NH:14][C:13](=O)[CH:12]=[C:11]([CH2:16][CH2:17][CH3:18])[N:10]=2)=[CH:4][C:3]=1[C:19]([F:22])([F:21])[F:20].[OH-].[Na+].P(Cl)(Cl)([Cl:27])=O, predict the reaction product. The product is: [Cl:27][C:13]1[CH:12]=[C:11]([CH2:16][CH2:17][CH3:18])[N:10]=[C:9]([NH:8][C:5]2[CH:6]=[CH:7][C:2]([F:1])=[C:3]([C:19]([F:22])([F:21])[F:20])[CH:4]=2)[N:14]=1. (2) Given the reactants [NH2:1][CH2:2][CH:3]1[CH2:7][CH2:6][N:5]([C:8]2[CH:13]=[CH:12][C:11]([Cl:14])=[CH:10][CH:9]=2)[C:4]1=[O:15].[F:16][C:17]([F:32])([F:31])[C:18]1[CH:19]=[C:20]([CH:24]=[C:25]([C:27]([F:30])([F:29])[F:28])[CH:26]=1)[C:21](Cl)=[O:22].C(N(CC)CC)C, predict the reaction product. The product is: [Cl:14][C:11]1[CH:12]=[CH:13][C:8]([N:5]2[CH2:6][CH2:7][CH:3]([CH2:2][NH:1][C:21](=[O:22])[C:20]3[CH:24]=[C:25]([C:27]([F:28])([F:29])[F:30])[CH:26]=[C:18]([C:17]([F:16])([F:31])[F:32])[CH:19]=3)[C:4]2=[O:15])=[CH:9][CH:10]=1.